From a dataset of Peptide-MHC class I binding affinity with 185,985 pairs from IEDB/IMGT. Regression. Given a peptide amino acid sequence and an MHC pseudo amino acid sequence, predict their binding affinity value. This is MHC class I binding data. (1) The peptide sequence is KVYGRYSAV. The MHC is HLA-A32:01 with pseudo-sequence HLA-A32:01. The binding affinity (normalized) is 0.430. (2) The peptide sequence is KTIECSKEL. The MHC is HLA-B58:01 with pseudo-sequence HLA-B58:01. The binding affinity (normalized) is 0.479. (3) The peptide sequence is MTVKYPNL. The MHC is H-2-Db with pseudo-sequence H-2-Db. The binding affinity (normalized) is 0. (4) The MHC is HLA-B14:02 with pseudo-sequence HLA-B14:02. The binding affinity (normalized) is 0.0137. The peptide sequence is FSFPQITLW. (5) The peptide sequence is MAMTTTLSI. The MHC is HLA-A32:01 with pseudo-sequence HLA-A32:01. The binding affinity (normalized) is 0.411. (6) The MHC is HLA-A01:01 with pseudo-sequence HLA-A01:01. The peptide sequence is IIGFFLVTY. The binding affinity (normalized) is 0.0847. (7) The MHC is HLA-B15:42 with pseudo-sequence HLA-B15:42. The binding affinity (normalized) is 0.213. The peptide sequence is ARWMISSAL. (8) The peptide sequence is LPEEQDQNY. The MHC is HLA-B53:01 with pseudo-sequence HLA-B53:01. The binding affinity (normalized) is 0.322. (9) The binding affinity (normalized) is 0.381. The peptide sequence is AMLHWSLIL. The MHC is BoLA-D18.4 with pseudo-sequence BoLA-D18.4. (10) The peptide sequence is RQLLWRYQI. The MHC is HLA-B15:01 with pseudo-sequence HLA-B15:01. The binding affinity (normalized) is 0.270.